Predict the reactants needed to synthesize the given product. From a dataset of Full USPTO retrosynthesis dataset with 1.9M reactions from patents (1976-2016). (1) Given the product [CH2:1]([O:5][C:6]1[CH:7]=[CH:8][C:9]([S:12]([NH:15][C@H:16]([C:17]([OH:19])=[O:18])[CH:21]([CH3:23])[CH3:22])(=[O:13])=[O:14])=[CH:10][CH:11]=1)[CH:2]=[C:3]=[CH2:4], predict the reactants needed to synthesize it. The reactants are: [CH2:1]([O:5][C:6]1[CH:11]=[CH:10][C:9]([S:12]([N:15](C)[CH:16]([CH:21]([CH3:23])[CH3:22])[C:17]([O:19]C)=[O:18])(=[O:14])=[O:13])=[CH:8][CH:7]=1)[CH:2]=[C:3]=[CH2:4].[OH-].[Li+].O. (2) Given the product [CH3:12][C:10]1[C:9]2[C:4](=[CH:5][CH:6]=[CH:7][CH:8]=2)[N:3]=[C:2]([N:13]2[CH2:18][CH2:17][NH:16][CH2:15][CH2:14]2)[CH:11]=1, predict the reactants needed to synthesize it. The reactants are: Cl[C:2]1[CH:11]=[C:10]([CH3:12])[C:9]2[C:4](=[CH:5][CH:6]=[CH:7][CH:8]=2)[N:3]=1.[NH:13]1[CH2:18][CH2:17][NH:16][CH2:15][CH2:14]1.C(=O)([O-])[O-].[K+].[K+]. (3) Given the product [C:1]([O:5][C:6]([N:8]1[CH2:13][CH2:12][N:11]([S:14]([CH3:17])(=[O:16])=[O:15])[CH:10]([CH2:18][O:19][CH3:22])[CH2:9]1)=[O:7])([CH3:4])([CH3:3])[CH3:2], predict the reactants needed to synthesize it. The reactants are: [C:1]([O:5][C:6]([N:8]1[CH2:13][CH2:12][N:11]([S:14]([CH3:17])(=[O:16])=[O:15])[CH:10]([CH2:18][OH:19])[CH2:9]1)=[O:7])([CH3:4])([CH3:3])[CH3:2].N1C2C(=C(C3N=C(N4CCOCC4)C4SC(CN5CCN(S(C)(=O)=O)C(CO)C5)=CC=4N=3)C=CC=2)[CH:22]=N1.[H-].[Na+].IC. (4) Given the product [NH2:1][C:2]1[CH:7]=[CH:6][CH:5]=[CH:4][C:3]=1[C:2]1[CH:7]=[CH:6][CH:5]=[CH:4][CH:3]=1, predict the reactants needed to synthesize it. The reactants are: [NH2:1][C:2]1[CH:7]=[CH:6][CH:5]=[CH:4][CH:3]=1.F[B-](F)(F)F.[OH-].[Na+].S([O-])([O-])=O.[Na+].[Na+]. (5) Given the product [F:35][C:34]([F:36])([F:37])[C:29]1[CH:30]=[CH:31][CH:32]=[CH:33][C:28]=1[NH:25][C:26](=[O:27])[NH:1][C:2]1[CH:7]=[CH:6][C:5]([C:8]2[S:12][C:11]([CH:13]3[CH2:18][CH2:17][N:16]([CH2:19][C:20]([O:22][CH2:23][CH3:24])=[O:21])[CH2:15][CH2:14]3)=[N:10][CH:9]=2)=[CH:4][CH:3]=1, predict the reactants needed to synthesize it. The reactants are: [NH2:1][C:2]1[CH:7]=[CH:6][C:5]([C:8]2[S:12][C:11]([CH:13]3[CH2:18][CH2:17][N:16]([CH2:19][C:20]([O:22][CH2:23][CH3:24])=[O:21])[CH2:15][CH2:14]3)=[N:10][CH:9]=2)=[CH:4][CH:3]=1.[N:25]([C:28]1[CH:33]=[CH:32][CH:31]=[CH:30][C:29]=1[C:34]([F:37])([F:36])[F:35])=[C:26]=[O:27].